Dataset: Reaction yield outcomes from USPTO patents with 853,638 reactions. Task: Predict the reaction yield, written as a fraction of the theoretical maximum amount of product (1.0 means a 100% yield; for example, 0.34 means a 34% yield). (1) The reactants are [F:1][C:2]([F:27])([F:26])[CH2:3][N:4]1[C:8]2[N:9]=[C:10]([C:19]3[CH:25]=[CH:24][C:22]([NH2:23])=[CH:21][CH:20]=3)[N:11]=[C:12]([N:13]3[CH2:18][CH2:17][O:16][CH2:15][CH2:14]3)[C:7]=2[CH:6]=[CH:5]1.ClC(Cl)(O[C:32](=[O:38])OC(Cl)(Cl)Cl)Cl.[NH2:40][C:41]1[CH:48]=[CH:47][C:44]([CH2:45][OH:46])=[CH:43][CH:42]=1. No catalyst specified. The product is [OH:46][CH2:45][C:44]1[CH:47]=[CH:48][C:41]([NH:40][C:32]([NH:23][C:22]2[CH:24]=[CH:25][C:19]([C:10]3[N:11]=[C:12]([N:13]4[CH2:18][CH2:17][O:16][CH2:15][CH2:14]4)[C:7]4[CH:6]=[CH:5][N:4]([CH2:3][C:2]([F:26])([F:1])[F:27])[C:8]=4[N:9]=3)=[CH:20][CH:21]=2)=[O:38])=[CH:42][CH:43]=1. The yield is 0.680. (2) The reactants are [Cl:1][C:2]1[CH:7]=[CH:6][C:5]([C:8]2[CH:9]=[C:10]3[C:16]([C:17]([C:19]4[C:20]([F:33])=[C:21]([NH:26][S:27]([CH2:30][CH2:31][CH3:32])(=[O:29])=[O:28])[CH:22]=[CH:23][C:24]=4[F:25])=[O:18])=[CH:15][NH:14][C:11]3=[N:12][CH:13]=2)=[CH:4][CH:3]=1.[OH-].[K+].[C:36](=[O:45])([O:41][CH:42]([CH3:44])[CH3:43])[O:37][CH:38](Cl)[CH3:39]. The catalyst is CN(C=O)C.CCCC[N+](CCCC)(CCCC)CCCC.[Br-]. The product is [C:36](=[O:45])([O:41][CH:42]([CH3:44])[CH3:43])[O:37][CH:38]([N:14]1[C:11]2=[N:12][CH:13]=[C:8]([C:5]3[CH:6]=[CH:7][C:2]([Cl:1])=[CH:3][CH:4]=3)[CH:9]=[C:10]2[C:16]([C:17](=[O:18])[C:19]2[C:24]([F:25])=[CH:23][CH:22]=[C:21]([NH:26][S:27]([CH2:30][CH2:31][CH3:32])(=[O:28])=[O:29])[C:20]=2[F:33])=[CH:15]1)[CH3:39]. The yield is 0.111.